From a dataset of P-glycoprotein inhibition data for predicting drug efflux from Broccatelli et al.. Regression/Classification. Given a drug SMILES string, predict its absorption, distribution, metabolism, or excretion properties. Task type varies by dataset: regression for continuous measurements (e.g., permeability, clearance, half-life) or binary classification for categorical outcomes (e.g., BBB penetration, CYP inhibition). Dataset: pgp_broccatelli. (1) The molecule is COc1cc2c(cc1OC)CN(CCNC(=O)c1ccccc1NC(=O)c1ccc(C3CCCCC3)cc1)CC2. The result is 1 (inhibitor). (2) The result is 0 (non-inhibitor). The molecule is CC/C(=C(\CC)c1ccc(O)cc1)c1ccc(O)cc1. (3) The drug is CSc1ccccc1OC[C@H](O)CNC(C)C. The result is 0 (non-inhibitor). (4) The drug is CCOC/C=C/c1ccc(-c2ncc(-c3ccc(N4CCOCC4)cc3)[nH]2)cc1. The result is 1 (inhibitor).